From a dataset of Catalyst prediction with 721,799 reactions and 888 catalyst types from USPTO. Predict which catalyst facilitates the given reaction. (1) Reactant: O=[CH:2][C@@H:3]([C@H:5]([C@@H:7]([C@@H:9]([CH2:11]O)O)O)O)[OH:4].C1(O)C=CC=CC=1.[S:20](=[O:24])(=[O:23])([OH:22])[OH:21]. Product: [C:3]1([OH:4])[CH:2]=[CH:11][CH:9]=[CH:7][CH:5]=1.[S:20](=[O:22])(=[O:21])([OH:24])[OH:23]. The catalyst class is: 6. (2) Reactant: [N:1]1[C:10]2[C:5](=[C:6]([CH2:11][C:12]([O:14]C(C)(C)C)=[O:13])[CH:7]=[CH:8][CH:9]=2)[N:4]=[CH:3][CH:2]=1.Cl. The catalyst class is: 52. Product: [N:1]1[C:10]2[C:5](=[C:6]([CH2:11][C:12]([OH:14])=[O:13])[CH:7]=[CH:8][CH:9]=2)[N:4]=[CH:3][CH:2]=1. (3) Reactant: [NH:1]1[C:9]2[C:4](=[CH:5][CH:6]=[CH:7][CH:8]=2)[CH:3]=[C:2]1[C:10](OCC)=[O:11].[H-].[Al+3].[Li+].[H-].[H-].[H-]. Product: [NH:1]1[C:9]2[C:4](=[CH:5][CH:6]=[CH:7][CH:8]=2)[CH:3]=[C:2]1[CH2:10][OH:11]. The catalyst class is: 1.